Dataset: Forward reaction prediction with 1.9M reactions from USPTO patents (1976-2016). Task: Predict the product of the given reaction. (1) Given the reactants C(OC([N:8]1[CH2:13][CH2:12][N:11]([NH:14][C:15]([C:17]2[CH:18]=[N:19][C:20]([O:30][CH2:31][C:32]([F:35])([F:34])[F:33])=[C:21]([C:23]3[CH:28]=[CH:27][C:26]([Cl:29])=[CH:25][CH:24]=3)[CH:22]=2)=[O:16])[CH2:10][CH2:9]1)=O)(C)(C)C.[F:36][C:37]([F:42])([F:41])[C:38]([OH:40])=[O:39], predict the reaction product. The product is: [F:36][C:37]([F:42])([F:41])[C:38]([OH:40])=[O:39].[Cl:29][C:26]1[CH:27]=[CH:28][C:23]([C:21]2[CH:22]=[C:17]([C:15]([NH:14][N:11]3[CH2:10][CH2:9][NH:8][CH2:13][CH2:12]3)=[O:16])[CH:18]=[N:19][C:20]=2[O:30][CH2:31][C:32]([F:34])([F:33])[F:35])=[CH:24][CH:25]=1. (2) Given the reactants C(OC([N:8]1[CH2:13][CH2:12][CH:11]([CH2:14][NH:15][C:16]2[C:21]([C:22]3[CH:23]=[N:24][N:25]([CH:27]4[CH2:38][CH2:37][C:30]5([N:34]([CH3:35])[C:33](=[O:36])[CH2:32][CH2:31]5)[CH2:29][CH2:28]4)[CH:26]=3)=[CH:20][N:19]=[C:18]([Cl:39])[N:17]=2)[CH2:10][CH2:9]1)=O)(C)(C)C.[CH3:40][N:41]1[CH:45]=[C:44]([C:46]2[CH:51]=[CH:50][CH:49]=[C:48](B3OC(C)(C)C(C)(C)O3)[CH:47]=2)[CH:43]=[N:42]1.C(Cl)Cl.C(=O)([O-])[O-].[Cs+].[Cs+], predict the reaction product. The product is: [ClH:39].[CH3:35][N:34]1[C:30]2([CH2:37][CH2:38][CH:27]([N:25]3[CH:26]=[C:22]([C:21]4[C:16]([NH:15][CH2:14][CH:11]5[CH2:10][CH2:9][NH:8][CH2:13][CH2:12]5)=[N:17][C:18]([C:50]5[CH:49]=[CH:48][CH:47]=[C:46]([C:44]6[CH:43]=[N:42][N:41]([CH3:40])[CH:45]=6)[CH:51]=5)=[N:19][CH:20]=4)[CH:23]=[N:24]3)[CH2:28][CH2:29]2)[CH2:31][CH2:32][C:33]1=[O:36].